From a dataset of Reaction yield outcomes from USPTO patents with 853,638 reactions. Predict the reaction yield, written as a fraction of the theoretical maximum amount of product (1.0 means a 100% yield; for example, 0.34 means a 34% yield). (1) The reactants are [CH2:1]([O:3][C:4](=[O:29])[CH:5]([NH:25][C:26](=[O:28])[CH3:27])[CH2:6][C:7]1[O:11][N:10]=[C:9]([CH:12]([NH:17]C(OC(C)(C)C)=O)[CH2:13][CH:14]([CH3:16])[CH3:15])[CH:8]=1)[CH3:2].[ClH:30]. The catalyst is O1CCOCC1. The product is [ClH:30].[CH2:1]([O:3][C:4](=[O:29])[CH:5]([NH:25][C:26](=[O:28])[CH3:27])[CH2:6][C:7]1[O:11][N:10]=[C:9]([CH:12]([NH2:17])[CH2:13][CH:14]([CH3:15])[CH3:16])[CH:8]=1)[CH3:2]. The yield is 1.00. (2) The catalyst is CN(C=O)C. The reactants are [C:1]([CH2:3][N:4]1[C:12]2[CH:11]=[CH:10][CH:9]=[CH:8][C:7]=2[C:6]2[N:13]=[C:14]([S:24][CH2:25][C:26]([OH:28])=O)[N:15]([C:18]3[CH:23]=[CH:22][CH:21]=[CH:20][CH:19]=3)[C:16](=[O:17])[C:5]1=2)#[N:2].CN(C(ON1N=NC2C=CC=NC1=2)=[N+](C)C)C.F[P-](F)(F)(F)(F)F.C(N(CC)CC)C.[CH:60]1([NH2:66])[CH2:65][CH2:64][CH2:63][CH2:62][CH2:61]1. The product is [C:1]([CH2:3][N:4]1[C:12]2[CH:11]=[CH:10][CH:9]=[CH:8][C:7]=2[C:6]2[N:13]=[C:14]([S:24][CH2:25][C:26]([NH:66][CH:60]3[CH2:65][CH2:64][CH2:63][CH2:62][CH2:61]3)=[O:28])[N:15]([C:18]3[CH:23]=[CH:22][CH:21]=[CH:20][CH:19]=3)[C:16](=[O:17])[C:5]1=2)#[N:2]. The yield is 0.867. (3) The product is [Cl:1][C:2]1[C:3]([NH:19][C:20]2[CH:24]=[C:23]([O:25][CH:26]([CH3:28])[CH3:27])[NH:22][N:21]=2)=[N:4][C:5]([NH:9][C@H:10]([C:12]2[CH:17]=[CH:16][C:15]([F:18])=[CH:14][N:13]=2)[CH3:11])=[N:6][C:7]=1[NH2:30]. The yield is 0.240. The catalyst is C(O)CCC. The reactants are [Cl:1][C:2]1[C:3]([NH:19][C:20]2[CH:24]=[C:23]([O:25][CH:26]([CH3:28])[CH3:27])[NH:22][N:21]=2)=[N:4][C:5]([NH:9][C@H:10]([C:12]2[CH:17]=[CH:16][C:15]([F:18])=[CH:14][N:13]=2)[CH3:11])=[N:6][C:7]=1Cl.[OH-].[NH4+:30]. (4) The catalyst is CN(C=O)C. The reactants are [NH2:1][CH2:2][C:3]1[C:4](=[N:9][NH:10][C:11]2[CH:16]=[CH:15][CH:14]=[C:13]([F:17])[CH:12]=2)[C:5]([NH2:8])=[N:6][N:7]=1.CCN(C(C)C)C(C)C.[CH2:27]([S:31](Cl)(=[O:33])=[O:32])[CH2:28][CH2:29][CH3:30]. The yield is 0.220. The product is [NH2:8][C:5]1[C:4](=[N:9][NH:10][C:11]2[CH:16]=[CH:15][CH:14]=[C:13]([F:17])[CH:12]=2)[C:3]([CH2:2][NH:1][S:31]([CH2:27][CH2:28][CH2:29][CH3:30])(=[O:33])=[O:32])=[N:7][N:6]=1. (5) The reactants are [N:1]1([CH:7]2[CH2:12][CH2:11][N:10]([CH2:13][C:14]3[C:15]([C:27]4[CH:32]=[CH:31][CH:30]=[CH:29][CH:28]=4)=[N:16][C:17]4[C:22]([C:23]=3[C:24](O)=[O:25])=[CH:21][CH:20]=[CH:19][CH:18]=4)[CH2:9][CH2:8]2)[CH2:6][CH2:5][CH2:4][CH2:3][CH2:2]1.CN(C(ON1N=NC2C=CC=CC1=2)=[N+](C)C)C.F[P-](F)(F)(F)(F)F.C(N(CC)CC)C.[OH:64][C:65]1[CH:66]=[C:67]([CH:70]=[CH:71][CH:72]=1)[CH2:68][NH2:69]. The catalyst is C1COCC1.C(Cl)Cl. The product is [OH:64][C:65]1[CH:66]=[C:67]([CH:70]=[CH:71][CH:72]=1)[CH2:68][NH:69][C:24]([C:23]1[C:22]2[C:17](=[CH:18][CH:19]=[CH:20][CH:21]=2)[N:16]=[C:15]([C:27]2[CH:32]=[CH:31][CH:30]=[CH:29][CH:28]=2)[C:14]=1[CH2:13][N:10]1[CH2:11][CH2:12][CH:7]([N:1]2[CH2:2][CH2:3][CH2:4][CH2:5][CH2:6]2)[CH2:8][CH2:9]1)=[O:25]. The yield is 0.206. (6) The reactants are C([O:4][C@@H:5]1[C@H:9]([Br:10])[C@@H:8]([CH2:11][O:12]C(=O)C)[O:7][C@H:6]1[N:16]1[CH:23]=[CH:22][C:20](=[O:21])[NH:19][C:17]1=[O:18])(=O)C. The yield is 0.960. The product is [Br:10][C@@H:9]1[C@@H:8]([CH2:11][OH:12])[O:7][C@@H:6]([N:16]2[CH:23]=[CH:22][C:20](=[O:21])[NH:19][C:17]2=[O:18])[C@@H:5]1[OH:4]. The catalyst is N. (7) The reactants are [CH:1]1[C:14]2[CH:13]=[C:12](B(O)O)[C:11]3[C:6](=[CH:7][CH:8]=[CH:9][CH:10]=3)[C:5]=2[CH:4]=[CH:3][CH:2]=1.Br[C:19]1[CH:20]=[C:21]([C:26]2[N:31]=[C:30]([C:32]3[CH:37]=[CH:36][C:35]([CH3:38])=[CH:34][CH:33]=3)[N:29]=[C:28]([C:39]3[CH:44]=[CH:43][C:42]([CH3:45])=[CH:41][CH:40]=3)[N:27]=2)[CH:22]=[C:23](Br)[CH:24]=1.[OH-].[Na+]. The catalyst is O1CCCC1.Cl[Pd](Cl)([P](C1C=CC=CC=1)(C1C=CC=CC=1)C1C=CC=CC=1)[P](C1C=CC=CC=1)(C1C=CC=CC=1)C1C=CC=CC=1. The product is [CH:1]1[C:14]2[CH:13]=[C:12]([C:19]3[CH:20]=[C:21]([C:26]4[N:31]=[C:30]([C:32]5[CH:37]=[CH:36][C:35]([CH3:38])=[CH:34][CH:33]=5)[N:29]=[C:28]([C:39]5[CH:44]=[CH:43][C:42]([CH3:45])=[CH:41][CH:40]=5)[N:27]=4)[CH:22]=[C:23]([C:13]4[C:14]5[C:5]([C:6]6[CH:7]=[CH:8][CH:9]=[CH:10][C:11]=6[CH:12]=4)=[CH:4][CH:3]=[CH:2][CH:1]=5)[CH:24]=3)[C:11]3[C:6](=[CH:7][CH:8]=[CH:9][CH:10]=3)[C:5]=2[CH:4]=[CH:3][CH:2]=1. The yield is 0.440. (8) The reactants are [H-].[Na+].[NH2:3][C@@H:4]([CH2:7][CH2:8][CH3:9])[CH2:5][OH:6].Cl[CH2:11][C:12](OCC)=[O:13].[Cl-].[NH4+]. The catalyst is C1(C)C=CC=CC=1. The product is [CH2:7]([C@@H:4]1[NH:3][C:12](=[O:13])[CH2:11][O:6][CH2:5]1)[CH2:8][CH3:9]. The yield is 0.760. (9) The reactants are [Si](OC[C:10]1C=CC(C(F)(F)F)=C[N+:11]=1[O-])(C(C)(C)C)(C)C.[Si:21]([O:28][CH2:29][C:30]1[CH:35]=[CH:34][C:33]([O:36][CH3:37])=[CH:32][N+:31]=1[O-])([C:24]([CH3:27])([CH3:26])[CH3:25])([CH3:23])[CH3:22]. No catalyst specified. The product is [Si:21]([O:28][CH2:29][C:30]1[N:31]=[C:32]([C:10]#[N:11])[C:33]([O:36][CH3:37])=[CH:34][CH:35]=1)([C:24]([CH3:27])([CH3:26])[CH3:25])([CH3:23])[CH3:22]. The yield is 0.840. (10) The reactants are [F:1][C:2]1[CH:3]=[C:4]([F:29])[C:5]2[O:10][CH2:9][C:8](=[O:11])[N:7]([CH2:12][CH2:13][N:14]3[CH2:19][CH2:18][CH:17]([NH:20]C(=O)OC(C)(C)C)[CH2:16][CH2:15]3)[C:6]=2[CH:28]=1.NC1CCN(CCN2C3C(=CC=C(C#N)C=3)C=CC2=O)CC1. No catalyst specified. The product is [NH2:20][CH:17]1[CH2:16][CH2:15][N:14]([CH2:13][CH2:12][N:7]2[C:6]3[CH:28]=[C:2]([F:1])[CH:3]=[C:4]([F:29])[C:5]=3[O:10][CH2:9][C:8]2=[O:11])[CH2:19][CH2:18]1. The yield is 1.00.